From a dataset of NCI-60 drug combinations with 297,098 pairs across 59 cell lines. Regression. Given two drug SMILES strings and cell line genomic features, predict the synergy score measuring deviation from expected non-interaction effect. (1) Drug 1: CN(C)C1=NC(=NC(=N1)N(C)C)N(C)C. Drug 2: COC1=C2C(=CC3=C1OC=C3)C=CC(=O)O2. Cell line: HS 578T. Synergy scores: CSS=-9.66, Synergy_ZIP=3.66, Synergy_Bliss=-1.14, Synergy_Loewe=-7.81, Synergy_HSA=-8.41. (2) Drug 1: CCCS(=O)(=O)NC1=C(C(=C(C=C1)F)C(=O)C2=CNC3=C2C=C(C=N3)C4=CC=C(C=C4)Cl)F. Drug 2: CCC(=C(C1=CC=CC=C1)C2=CC=C(C=C2)OCCN(C)C)C3=CC=CC=C3.C(C(=O)O)C(CC(=O)O)(C(=O)O)O. Cell line: T-47D. Synergy scores: CSS=15.9, Synergy_ZIP=1.77, Synergy_Bliss=9.07, Synergy_Loewe=6.11, Synergy_HSA=8.45. (3) Drug 1: C1=CC(=CC=C1CC(C(=O)O)N)N(CCCl)CCCl.Cl. Drug 2: CC1=CC=C(C=C1)C2=CC(=NN2C3=CC=C(C=C3)S(=O)(=O)N)C(F)(F)F. Cell line: PC-3. Synergy scores: CSS=16.7, Synergy_ZIP=1.34, Synergy_Bliss=7.77, Synergy_Loewe=7.33, Synergy_HSA=7.90. (4) Drug 1: CS(=O)(=O)CCNCC1=CC=C(O1)C2=CC3=C(C=C2)N=CN=C3NC4=CC(=C(C=C4)OCC5=CC(=CC=C5)F)Cl. Drug 2: CC(C)(C#N)C1=CC(=CC(=C1)CN2C=NC=N2)C(C)(C)C#N. Cell line: NCI-H460. Synergy scores: CSS=6.01, Synergy_ZIP=-0.491, Synergy_Bliss=1.64, Synergy_Loewe=1.43, Synergy_HSA=1.60.